This data is from Peptide-MHC class I binding affinity with 185,985 pairs from IEDB/IMGT. The task is: Regression. Given a peptide amino acid sequence and an MHC pseudo amino acid sequence, predict their binding affinity value. This is MHC class I binding data. The peptide sequence is IPVSTNGKI. The MHC is HLA-B38:01 with pseudo-sequence HLA-B38:01. The binding affinity (normalized) is 0.0847.